From a dataset of Forward reaction prediction with 1.9M reactions from USPTO patents (1976-2016). Predict the product of the given reaction. (1) Given the reactants C[O:2][C:3](=[O:31])[C:4]1[CH:9]=[CH:8][C:7]([N:10]2[C:14]([CH3:15])=[CH:13][CH:12]=[C:11]2[C:16]2[CH:21]=[C:20]([Cl:22])[CH:19]=[CH:18][C:17]=2[O:23][CH2:24][C:25]2[CH:30]=[CH:29][CH:28]=[CH:27][CH:26]=2)=[CH:6][CH:5]=1, predict the reaction product. The product is: [Cl:22][C:20]1[CH:19]=[CH:18][C:17]([O:23][CH2:24][C:25]2[CH:30]=[CH:29][CH:28]=[CH:27][CH:26]=2)=[C:16]([C:11]2[N:10]([C:7]3[CH:8]=[CH:9][C:4]([C:3]([OH:31])=[O:2])=[CH:5][CH:6]=3)[C:14]([CH3:15])=[CH:13][CH:12]=2)[CH:21]=1. (2) Given the reactants [Cl:1][C:2]1[CH:11]=[C:10]2[C:5]([C:6]([N:12]3[CH2:17][CH2:16][N:15]([C:18]([O:20][C:21]([CH3:24])([CH3:23])[CH3:22])=[O:19])[C@H:14]([C:25]([O:27]C)=[O:26])[CH2:13]3)=[N:7][CH:8]=[N:9]2)=[CH:4][C:3]=1[C:29]1[CH:34]=[CH:33][C:32]([Cl:35])=[CH:31][CH:30]=1.O1CCCC1.O[Li].O.Cl, predict the reaction product. The product is: [C:21]([O:20][C:18]([N:15]1[CH2:16][CH2:17][N:12]([C:6]2[C:5]3[C:10](=[CH:11][C:2]([Cl:1])=[C:3]([C:29]4[CH:34]=[CH:33][C:32]([Cl:35])=[CH:31][CH:30]=4)[CH:4]=3)[N:9]=[CH:8][N:7]=2)[CH2:13][C@H:14]1[C:25]([OH:27])=[O:26])=[O:19])([CH3:24])([CH3:22])[CH3:23]. (3) Given the reactants [Br:1][C:2]1[CH:11]=[C:10]2[C:5]([CH:6]=[CH:7][N:8]=[CH:9]2)=[CH:4][CH:3]=1.BrC1C=CC=C2C=1C=CN=C2.C[Si](Br)(C)C.CO.Br, predict the reaction product. The product is: [BrH:1].[Br:1][C:2]1[CH:11]=[C:10]2[C:5]([CH:6]=[CH:7][N:8]=[CH:9]2)=[CH:4][CH:3]=1. (4) Given the reactants [O:1]=[S:2]1[C:10]2[C:9]([NH:11][CH:12]3[CH2:17][CH2:16][O:15][CH2:14][CH2:13]3)=[N:8][C:7]([N:18]3[CH2:23][CH2:22][CH:21]([O:24][C:25]4[CH:34]=[CH:33][C:28]([C:29]([O:31]C)=[O:30])=[CH:27][CH:26]=4)[CH2:20][CH2:19]3)=[N:6][C:5]=2[CH2:4][CH2:3]1.[OH-].[Na+].Cl, predict the reaction product. The product is: [O:1]=[S:2]1[C:10]2[C:9]([NH:11][CH:12]3[CH2:17][CH2:16][O:15][CH2:14][CH2:13]3)=[N:8][C:7]([N:18]3[CH2:23][CH2:22][CH:21]([O:24][C:25]4[CH:26]=[CH:27][C:28]([C:29]([OH:31])=[O:30])=[CH:33][CH:34]=4)[CH2:20][CH2:19]3)=[N:6][C:5]=2[CH2:4][CH2:3]1. (5) Given the reactants Br[C:2]1[CH:3]=[CH:4][C:5]2[C:14]3[C:9](=[C:10]([NH2:20])[N:11]=[C:12]([N:15]4[CH:19]=[CH:18][N:17]=[CH:16]4)[CH:13]=3)[CH:8]=[N:7][C:6]=2[CH:21]=1.[CH2:22]([N:26]1[CH:30]=[CH:29][N:28]=[CH:27]1)[CH2:23][C:24]#[CH:25], predict the reaction product. The product is: [N:15]1([C:12]2[CH:13]=[C:14]3[C:9](=[C:10]([NH2:20])[N:11]=2)[CH:8]=[N:7][C:6]2[CH:21]=[C:2]([C:25]#[C:24][CH2:23][CH2:22][N:26]4[CH:30]=[CH:29][N:28]=[CH:27]4)[CH:3]=[CH:4][C:5]3=2)[CH:19]=[CH:18][N:17]=[CH:16]1. (6) Given the reactants [H-].[Na+].[F:3][C:4]1[CH:9]=[CH:8][CH:7]=[C:6]([N+:10]([O-:12])=[O:11])[C:5]=1[CH2:13][C:14]([O:16][CH3:17])=[O:15].Br[CH2:19][CH2:20][CH2:21]Br.[Cl-].[NH4+], predict the reaction product. The product is: [F:3][C:4]1[CH:9]=[CH:8][CH:7]=[C:6]([N+:10]([O-:12])=[O:11])[C:5]=1[C:13]1([C:14]([O:16][CH3:17])=[O:15])[CH2:21][CH2:20][CH2:19]1. (7) Given the reactants [CH3:1][O:2][C:3](=[O:13])[CH2:4][CH2:5][CH2:6][CH2:7][CH2:8][CH2:9][C:10](O)=[O:11].B.C1COCC1, predict the reaction product. The product is: [CH3:1][O:2][C:3](=[O:13])[CH2:4][CH2:5][CH2:6][CH2:7][CH2:8][CH2:9][CH2:10][OH:11]. (8) Given the reactants [CH:1]1([C:4]2[N:5]=[C:6]([NH:9][C:10]([C:12]3[C:17]([NH2:18])=[CH:16][CH:15]=[C:14]([CH3:19])[N:13]=3)=[O:11])[S:7][CH:8]=2)[CH2:3][CH2:2]1.Br[C:21]1[CH:22]=[N:23][CH:24]=[C:25]([F:27])[CH:26]=1, predict the reaction product. The product is: [CH:1]1([C:4]2[N:5]=[C:6]([NH:9][C:10]([C:12]3[C:17]([NH:18][C:21]4[CH:22]=[N:23][CH:24]=[C:25]([F:27])[CH:26]=4)=[CH:16][CH:15]=[C:14]([CH3:19])[N:13]=3)=[O:11])[S:7][CH:8]=2)[CH2:2][CH2:3]1. (9) Given the reactants C([O:3][C:4](=O)[C:5]1[CH:10]=[CH:9][CH:8]=[C:7]([CH:11]([C:20]2[S:21][C:22]3[CH:28]=[CH:27][CH:26]=[CH:25][C:23]=3[N:24]=2)[O:12][CH:13]2[CH2:18][CH2:17][N:16]([CH3:19])[CH2:15][CH2:14]2)[CH:6]=1)C.[H-].[Al+3].[Li+].[H-].[H-].[H-], predict the reaction product. The product is: [S:21]1[C:22]2[CH:28]=[CH:27][CH:26]=[CH:25][C:23]=2[N:24]=[C:20]1[CH:11]([O:12][CH:13]1[CH2:18][CH2:17][N:16]([CH3:19])[CH2:15][CH2:14]1)[C:7]1[CH:6]=[C:5]([CH2:4][OH:3])[CH:10]=[CH:9][CH:8]=1. (10) Given the reactants [CH:1]1([CH:4]([C:10]2[CH:15]=[CH:14][C:13]([F:16])=[C:12]([O:17][CH2:18][C:19]3[CH:24]=[CH:23][C:22]([C:25]4[CH:30]=[C:29]([O:31][CH3:32])[CH:28]=[CH:27][C:26]=4[F:33])=[C:21]([CH2:34][C:35]([CH3:38])([CH3:37])[CH3:36])[N:20]=3)[CH:11]=2)[CH2:5][C:6]([O:8]C)=[O:7])[CH2:3][CH2:2]1.[OH-].[Na+], predict the reaction product. The product is: [CH:1]1([CH:4]([C:10]2[CH:15]=[CH:14][C:13]([F:16])=[C:12]([O:17][CH2:18][C:19]3[CH:24]=[CH:23][C:22]([C:25]4[CH:30]=[C:29]([O:31][CH3:32])[CH:28]=[CH:27][C:26]=4[F:33])=[C:21]([CH2:34][C:35]([CH3:38])([CH3:37])[CH3:36])[N:20]=3)[CH:11]=2)[CH2:5][C:6]([OH:8])=[O:7])[CH2:2][CH2:3]1.